Predict the product of the given reaction. From a dataset of Forward reaction prediction with 1.9M reactions from USPTO patents (1976-2016). The product is: [CH3:24][CH:25]1[CH2:30][N:29]([CH:31]2[CH2:34][O:33][CH2:32]2)[CH:28]([CH3:35])[CH2:27][N:26]1[C:36]1[CH:37]=[CH:38][C:39]([NH:42][C:43]2[C:44](=[O:59])[N:45]([CH3:58])[CH:46]=[C:47]([C:2]3[C:7]([CH:8]=[O:9])=[C:6]([N:10]4[CH2:22][CH2:21][C:20]5[N:19]6[C:14]([CH2:15][CH2:16][CH2:17][CH2:18]6)=[CH:13][C:12]=5[C:11]4=[O:23])[N:5]=[CH:4][CH:3]=3)[CH:48]=2)=[N:40][CH:41]=1. Given the reactants Cl[C:2]1[C:7]([CH:8]=[O:9])=[C:6]([N:10]2[CH2:22][CH2:21][C:20]3[N:19]4[C:14]([CH2:15][CH2:16][CH2:17][CH2:18]4)=[CH:13][C:12]=3[C:11]2=[O:23])[N:5]=[CH:4][CH:3]=1.[CH3:24][C@H:25]1[CH2:30][N:29]([CH:31]2[CH2:34][O:33][CH2:32]2)[C@H:28]([CH3:35])[CH2:27][N:26]1[C:36]1[CH:37]=[CH:38][C:39]([NH:42][C:43]2[C:44](=[O:59])[N:45]([CH3:58])[CH:46]=[C:47](B3OC(C)(C)C(C)(C)O3)[CH:48]=2)=[N:40][CH:41]=1.[O-]P([O-])([O-])=O.[K+].[K+].[K+].C([O-])(=O)C.[Na+], predict the reaction product.